From a dataset of Forward reaction prediction with 1.9M reactions from USPTO patents (1976-2016). Predict the product of the given reaction. Given the reactants [NH2:1][C:2]1[O:6][N:5]=[C:4]([CH3:7])[C:3]=1[Br:8].[CH3:9][C:10]1[CH:15]=[CH:14][C:13]([CH3:16])=[CH:12][C:11]=1[S:17](Cl)(=[O:19])=[O:18], predict the reaction product. The product is: [CH3:9][C:10]1[CH:15]=[CH:14][C:13]([CH3:16])=[CH:12][C:11]=1[S:17]([NH:1][C:2]1[O:6][N:5]=[C:4]([CH3:7])[C:3]=1[Br:8])(=[O:18])=[O:19].